From a dataset of NCI-60 drug combinations with 297,098 pairs across 59 cell lines. Regression. Given two drug SMILES strings and cell line genomic features, predict the synergy score measuring deviation from expected non-interaction effect. (1) Drug 1: CC1=C2C(C(=O)C3(C(CC4C(C3C(C(C2(C)C)(CC1OC(=O)C(C(C5=CC=CC=C5)NC(=O)OC(C)(C)C)O)O)OC(=O)C6=CC=CC=C6)(CO4)OC(=O)C)OC)C)OC. Drug 2: CCCCC(=O)OCC(=O)C1(CC(C2=C(C1)C(=C3C(=C2O)C(=O)C4=C(C3=O)C=CC=C4OC)O)OC5CC(C(C(O5)C)O)NC(=O)C(F)(F)F)O. Cell line: HCT-15. Synergy scores: CSS=73.0, Synergy_ZIP=25.3, Synergy_Bliss=25.5, Synergy_Loewe=-3.10, Synergy_HSA=25.7. (2) Drug 1: C(=O)(N)NO. Drug 2: CC12CCC3C(C1CCC2OP(=O)(O)O)CCC4=C3C=CC(=C4)OC(=O)N(CCCl)CCCl.[Na+]. Cell line: MOLT-4. Synergy scores: CSS=22.7, Synergy_ZIP=-9.74, Synergy_Bliss=-8.65, Synergy_Loewe=-14.6, Synergy_HSA=-2.74. (3) Drug 1: CCC1(CC2CC(C3=C(CCN(C2)C1)C4=CC=CC=C4N3)(C5=C(C=C6C(=C5)C78CCN9C7C(C=CC9)(C(C(C8N6C=O)(C(=O)OC)O)OC(=O)C)CC)OC)C(=O)OC)O.OS(=O)(=O)O. Drug 2: C1=CC=C(C(=C1)C(C2=CC=C(C=C2)Cl)C(Cl)Cl)Cl. Cell line: SR. Synergy scores: CSS=76.3, Synergy_ZIP=3.65, Synergy_Bliss=7.31, Synergy_Loewe=-29.7, Synergy_HSA=8.74. (4) Drug 1: CNC(=O)C1=NC=CC(=C1)OC2=CC=C(C=C2)NC(=O)NC3=CC(=C(C=C3)Cl)C(F)(F)F. Drug 2: C1CCC(C(C1)N)N.C(=O)(C(=O)[O-])[O-].[Pt+4]. Cell line: SNB-19. Synergy scores: CSS=20.3, Synergy_ZIP=-8.61, Synergy_Bliss=-7.58, Synergy_Loewe=-31.1, Synergy_HSA=-10.0. (5) Drug 1: COC1=NC(=NC2=C1N=CN2C3C(C(C(O3)CO)O)O)N. Drug 2: CC(C)(C#N)C1=CC(=CC(=C1)CN2C=NC=N2)C(C)(C)C#N. Cell line: SF-268. Synergy scores: CSS=24.5, Synergy_ZIP=-8.68, Synergy_Bliss=-1.44, Synergy_Loewe=-1.37, Synergy_HSA=-2.49.